The task is: Regression. Given a target protein amino acid sequence and a drug SMILES string, predict the binding affinity score between them. We predict pKi (pKi = -log10(Ki in M); higher means stronger inhibition). Dataset: bindingdb_ki.. This data is from Drug-target binding data from BindingDB using Ki measurements. (1) The compound is CC[C@H](C)[C@H](NC(=O)[C@H](CCC(=O)O)NC(=O)[C@]1(NC(=O)[C@@H](C)NC(=O)[C@@H](N)Cc2ccc(O)cc2)CCc2ccccc2C1)C(=O)N[C@H](C(=O)NCC(N)=O)[C@@H](C)CC. The target protein sequence is MEPVPSARAELQFSLLANVSDTFPSAFPSASANASGSPGARSASSLALAIAITALYSAVCAVGLLGNVLVMFGIVRYTKLKTATNIYIFNLALADALATSTLPFQSAKYLMETWPFGELLCKAVLSIDYYNMFTSIFTLTMMSVDRYIAVCHPVKALDFRTPAKAKLINICIWVLASGVGVPIMVMAVTQPRDGAVVCTLQFPSPSWYWDTVTKICVFLFAFVVPILIITVCYGLMLLRLRSVRLLSGSKEKDRSLRRITRMVLVVVGAFVVCWAPIHIFVIVWTLVDINRRDPLVVAALHLCIALGYANSSLNPVLYAFLDENFKRCFRQLCRAPCGGQEPGSLRRPRQATARERVTACTPSDGPGGGAAA. The pKi is 9.3. (2) The small molecule is Nc1c(S(=O)(=O)[O-])cc(Nc2cccc3ccccc23)c2c1C(=O)c1ccccc1C2=O. The target protein (P97687) has sequence MEDIKDSKVKRFCSKNILIILGFSSVLAVIALIAVGLTHNKPLPENVKYGIVLDAGSSHTNLYIYKWPAEKENDTGVVQLLEECQVKGPGISKYAQKTDEIAAYLAECMKMSTERIPASKQHQTPVYLGATAGMRLLRMESKQSADEVLAAVSRSLKSYPFDFQGAKIITGQEEGAYGWITINYLLGRFTQEQSWLNFISDSQKQATFGALDLGGSSTQVTFVPLNQTLEAPETSLQFRLYGTDYTVYTHSFLCYGKDQALWQKLAQDIQVSSGGILKDPCFYPGYKKVVNVSELYGTPCTKRFEKKLPFNQFQVQGTGDYEQCHQSILKFFNNSHCPYSQCAFNGVFLPPLQGSFGAFSAFYFVMDFFKKMANDSVSSQEKMTEITKNFCSKPWEEVKASYPTVKEKYLSEYCFSGTYILSLLLQGYNFTGTSWDQIHFMGKIKDSNAGWTLGYMLNLTNMIPAEQPLSPPLPHSTYISLMVLFSLVLVAMVITGLFIF.... The pKi is 3.8.